Dataset: Catalyst prediction with 721,799 reactions and 888 catalyst types from USPTO. Task: Predict which catalyst facilitates the given reaction. Reactant: [N+:1]([C:4]1[CH:5]=[N:6][C:7]([NH2:10])=[N:8][CH:9]=1)([O-:3])=[O:2].Br[C:12]1[CH:17]=[CH:16][CH:15]=[CH:14][CH:13]=1.CC1(C)C2C(=C(P(C3C=CC=CC=3)C3C=CC=CC=3)C=CC=2)OC2C(P(C3C=CC=CC=3)C3C=CC=CC=3)=CC=CC1=2.CC(C)([O-])C.[K+]. Product: [N+:1]([C:4]1[CH:5]=[N:6][C:7]([NH:10][C:12]2[CH:17]=[CH:16][CH:15]=[CH:14][CH:13]=2)=[N:8][CH:9]=1)([O-:3])=[O:2]. The catalyst class is: 416.